Dataset: Full USPTO retrosynthesis dataset with 1.9M reactions from patents (1976-2016). Task: Predict the reactants needed to synthesize the given product. (1) Given the product [C:7]([O:11][C:12]([N:1]1[CH2:2][CH:3]=[CH:4][CH2:5][CH2:6]1)=[O:13])([CH3:10])([CH3:9])[CH3:8], predict the reactants needed to synthesize it. The reactants are: [NH:1]1[CH2:6][CH:5]=[CH:4][CH2:3][CH2:2]1.[C:7]([O:11][C:12](O[C:12]([O:11][C:7]([CH3:10])([CH3:9])[CH3:8])=[O:13])=[O:13])([CH3:10])([CH3:9])[CH3:8].C(N(CC)CC)C. (2) Given the product [NH2:15][C:13]1[S:14][CH:10]=[C:9]([C:3]2[CH:4]=[CH:5][C:6]([Cl:8])=[CH:7][C:2]=2[Cl:1])[N:12]=1, predict the reactants needed to synthesize it. The reactants are: [Cl:1][C:2]1[CH:7]=[C:6]([Cl:8])[CH:5]=[CH:4][C:3]=1[C:9](=O)[CH3:10].[NH2:12][C:13]([NH2:15])=[S:14]. (3) Given the product [CH:27]1([NH:32][C:2]2[N:7]3[N:8]=[C:9]([C:14]4[CH:19]=[CH:18][C:17]([F:20])=[CH:16][CH:15]=4)[C:10]([C:11](=[O:13])[CH3:12])=[C:6]3[CH:5]=[CH:4][CH:3]=2)[CH2:31][CH2:30][CH2:29][CH2:28]1, predict the reactants needed to synthesize it. The reactants are: Cl[C:2]1[N:7]2[N:8]=[C:9]([C:14]3[CH:19]=[CH:18][C:17]([F:20])=[CH:16][CH:15]=3)[C:10]([C:11](=[O:13])[CH3:12])=[C:6]2[CH:5]=[CH:4][CH:3]=1.C(=O)([O-])[O-].[Cs+].[Cs+].[CH:27]1([NH2:32])[CH2:31][CH2:30][CH2:29][CH2:28]1.CCOCC. (4) Given the product [CH3:38][C:30]1([CH3:39])[C:31](=[O:32])[N:1]([C:2]2[CH:9]=[CH:8][C:5]([C:6]#[N:7])=[C:4]([S:10]([F:15])([F:11])([F:12])([F:13])[F:14])[CH:3]=2)[C:20](=[O:26])[NH:29]1, predict the reactants needed to synthesize it. The reactants are: [NH2:1][C:2]1[CH:9]=[CH:8][C:5]([C:6]#[N:7])=[C:4]([S:10]([F:15])([F:14])([F:13])([F:12])[F:11])[CH:3]=1.ClC(Cl)(O[C:20](=[O:26])OC(Cl)(Cl)Cl)Cl.Cl.[NH2:29][C:30]([CH3:39])([CH3:38])[C:31](OC(C)(C)C)=[O:32]. (5) The reactants are: [ClH:1].C(OC([NH:9][CH2:10][C@H:11]1[CH2:16][CH2:15][C@H:14]([C:17]([NH:19][C@@H:20]([CH2:44][C:45]2[CH:50]=[CH:49][C:48]([C:51]3[CH:56]=[C:55]([C:57](=[O:62])[NH:58][CH:59]([CH3:61])[CH3:60])[CH:54]=[CH:53][C:52]=3[CH3:63])=[CH:47][CH:46]=2)[C:21]([NH:23][C:24]2[CH:29]=[CH:28][C:27]([C:30]3[NH:34][N:33]=[C:32]([CH2:35][CH2:36][C:37]([O:39]C(C)(C)C)=[O:38])[N:31]=3)=[CH:26][CH:25]=2)=[O:22])=[O:18])[CH2:13][CH2:12]1)=O)(C)(C)C. Given the product [ClH:1].[NH2:9][CH2:10][C@H:11]1[CH2:12][CH2:13][C@H:14]([C:17]([NH:19][C@@H:20]([CH2:44][C:45]2[CH:50]=[CH:49][C:48]([C:51]3[CH:56]=[C:55]([C:57](=[O:62])[NH:58][CH:59]([CH3:60])[CH3:61])[CH:54]=[CH:53][C:52]=3[CH3:63])=[CH:47][CH:46]=2)[C:21]([NH:23][C:24]2[CH:25]=[CH:26][C:27]([C:30]3[NH:34][N:33]=[C:32]([CH2:35][CH2:36][C:37]([OH:39])=[O:38])[N:31]=3)=[CH:28][CH:29]=2)=[O:22])=[O:18])[CH2:15][CH2:16]1, predict the reactants needed to synthesize it. (6) Given the product [F:9][C:4]1[CH:3]=[C:2]([C:19]2([OH:18])[CH2:15][CH2:16][CH2:17]2)[CH:7]=[C:6]([F:8])[CH:5]=1, predict the reactants needed to synthesize it. The reactants are: Br[C:2]1[CH:7]=[C:6]([F:8])[CH:5]=[C:4]([F:9])[CH:3]=1.O1CC(=O)C1.[CH2:15]1[CH2:19][O:18][CH2:17][CH2:16]1.